From a dataset of Reaction yield outcomes from USPTO patents with 853,638 reactions. Predict the reaction yield, written as a fraction of the theoretical maximum amount of product (1.0 means a 100% yield; for example, 0.34 means a 34% yield). The reactants are [O:1]1[C:5]2=[CH:6][N:7]=[C:8]([CH2:10][OH:11])[CH:9]=[C:4]2[CH:3]=[CH:2]1.[C:12](OC(=O)C)(=[O:14])[CH3:13]. The catalyst is N1C=CC=CC=1. The product is [C:12]([O:11][CH2:10][C:8]1[CH:9]=[C:4]2[CH:3]=[CH:2][O:1][C:5]2=[CH:6][N:7]=1)(=[O:14])[CH3:13]. The yield is 0.940.